From a dataset of P-glycoprotein inhibition data for predicting drug efflux from Broccatelli et al.. Regression/Classification. Given a drug SMILES string, predict its absorption, distribution, metabolism, or excretion properties. Task type varies by dataset: regression for continuous measurements (e.g., permeability, clearance, half-life) or binary classification for categorical outcomes (e.g., BBB penetration, CYP inhibition). Dataset: pgp_broccatelli. (1) The drug is CC[C@@H](C)c1ccc(N2C(=O)c3ccccc3N[C@@H]2c2ccc(C(C)C)cc2)cc1. The result is 1 (inhibitor). (2) The compound is COc1cc2c(cc1OC)CN(CCc1ccc(NC(=O)c3cc4ccccc4cn3)cc1)CC2. The result is 1 (inhibitor). (3) The result is 0 (non-inhibitor). The compound is Cn1cc[nH]c1=S. (4) The drug is CCc1cc(C(N)=S)ccn1. The result is 0 (non-inhibitor). (5) The compound is C[C@@H]1CC[C@H]2[C@@H](C)[C@@H](OC(=O)CCC(=O)O)O[C@H]3O[C@@]4(C)CC[C@@H]1[C@]32OO4. The result is 0 (non-inhibitor).